The task is: Predict the reaction yield, written as a fraction of the theoretical maximum amount of product (1.0 means a 100% yield; for example, 0.34 means a 34% yield).. This data is from Reaction yield outcomes from USPTO patents with 853,638 reactions. (1) The reactants are [Cl:1][C:2]1[CH:7]=[CH:6][CH:5]=[CH:4][C:3]=1[N:8]([CH3:37])[C:9]([C:11]1[N:12]=[N:13][N:14]([CH2:22][C:23]2[CH:28]=[C:27]([C:29]([F:32])([F:31])[F:30])[CH:26]=[C:25]([C:33]([F:36])([F:35])[F:34])[CH:24]=2)[C:15]=1[N:16]1[CH2:21][CH2:20][NH:19][CH2:18][CH2:17]1)=[O:10].[CH3:38][S:39](Cl)(=[O:41])=[O:40].O. The catalyst is C(Cl)Cl.CN(C1C=CN=CC=1)C. The product is [Cl:1][C:2]1[CH:7]=[CH:6][CH:5]=[CH:4][C:3]=1[N:8]([CH3:37])[C:9]([C:11]1[N:12]=[N:13][N:14]([CH2:22][C:23]2[CH:28]=[C:27]([C:29]([F:31])([F:32])[F:30])[CH:26]=[C:25]([C:33]([F:34])([F:36])[F:35])[CH:24]=2)[C:15]=1[N:16]1[CH2:21][CH2:20][N:19]([S:39]([CH3:38])(=[O:41])=[O:40])[CH2:18][CH2:17]1)=[O:10]. The yield is 0.870. (2) The reactants are [CH3:1]C(C)([O-])C.[K+].O=[C:8]1[CH2:14][CH:13]2[N:15]([C:16]([O:18][C:19]([CH3:22])([CH3:21])[CH3:20])=[O:17])[CH:10]([CH2:11][CH2:12]2)[CH2:9]1. The catalyst is [Br-].C[P+](C1C=CC=CC=1)(C1C=CC=CC=1)C1C=CC=CC=1.O1CCCC1.CCCCCC. The yield is 0.910. The product is [CH2:1]=[C:8]1[CH2:14][CH:13]2[N:15]([C:16]([O:18][C:19]([CH3:22])([CH3:21])[CH3:20])=[O:17])[CH:10]([CH2:11][CH2:12]2)[CH2:9]1. (3) The reactants are [Br:1][C:2]1[CH:3]=[C:4]2[C:9](=[CH:10][CH:11]=1)[N:8]=[CH:7][C:6](I)=[C:5]2[Cl:13].[O:14]1[C:18]2[CH:19]=[CH:20][C:21](B(O)O)=[CH:22][C:17]=2[O:16]N1.[C:26](=O)([O-])[O-].[K+].[K+]. The catalyst is O1CCOCC1.O.C1C=CC(P(C2C=CC=CC=2)[C-]2C=CC=C2)=CC=1.C1C=CC(P(C2C=CC=CC=2)[C-]2C=CC=C2)=CC=1.Cl[Pd]Cl.[Fe+2]. The product is [O:14]1[C:18]2[CH:19]=[CH:20][C:21]([C:6]3[CH:7]=[N:8][C:9]4[C:4]([C:5]=3[Cl:13])=[CH:3][C:2]([Br:1])=[CH:11][CH:10]=4)=[CH:22][C:17]=2[O:16][CH2:26]1. The yield is 0.920. (4) The reactants are C([Li])CCC.[CH2:6]([NH:13][C:14](=[O:24])[C:15]1[CH:20]=[CH:19][C:18](Br)=[CH:17][C:16]=1[O:22][CH3:23])[C:7]1[CH:12]=[CH:11][CH:10]=[CH:9][CH:8]=1.[B:25](OC(C)C)([O:30]C(C)C)[O:26]C(C)C.Cl. The catalyst is O1CCCC1. The product is [CH2:6]([NH:13][C:14]([C:15]1[CH:20]=[CH:19][C:18]([B:25]([OH:30])[OH:26])=[CH:17][C:16]=1[O:22][CH3:23])=[O:24])[C:7]1[CH:12]=[CH:11][CH:10]=[CH:9][CH:8]=1. The yield is 0.460. (5) The reactants are [O:1]=[C:2]1[NH:7][N:6]=[C:5]([N:8]2[CH2:13][CH2:12][CH:11]([C:14]([OH:16])=O)[CH2:10][CH2:9]2)[CH:4]=[CH:3]1.Cl.[Cl:18][C:19]1[C:27]2[C:22](=[CH:23][C:24]([S:28]([N:31]3[CH2:36][CH2:35][NH:34][CH2:33][CH2:32]3)(=[O:30])=[O:29])=[CH:25][CH:26]=2)[NH:21][CH:20]=1.C(N(C(C)C)CC)(C)C.F[B-](F)(F)F.N1(OC(N(C)C)=[N+](C)C)C2C=CC=CC=2N=N1. The catalyst is CN(C)C=O. The product is [Cl:18][C:19]1[C:27]2[C:22](=[CH:23][C:24]([S:28]([N:31]3[CH2:36][CH2:35][N:34]([C:14]([CH:11]4[CH2:10][CH2:9][N:8]([C:5]5[CH:4]=[CH:3][C:2](=[O:1])[NH:7][N:6]=5)[CH2:13][CH2:12]4)=[O:16])[CH2:33][CH2:32]3)(=[O:29])=[O:30])=[CH:25][CH:26]=2)[NH:21][CH:20]=1. The yield is 0.520. (6) The reactants are [CH2:1]([O:8][C:9]1[CH:17]=[C:16]2[C:12]([CH:13]=[CH:14][NH:15]2)=[CH:11][CH:10]=1)[C:2]1[CH:7]=[CH:6][CH:5]=[CH:4][CH:3]=1.C([Mg]Br)C.[CH3:22][C:23]1([CH3:31])[C:25]([CH3:27])([CH3:26])[CH:24]1[C:28](Cl)=[O:29]. The catalyst is ClCCl.[Cl-].[Zn+2].[Cl-]. The product is [CH2:1]([O:8][C:9]1[CH:17]=[C:16]2[C:12]([C:13]([C:28]([CH:24]3[C:25]([CH3:27])([CH3:26])[C:23]3([CH3:31])[CH3:22])=[O:29])=[CH:14][NH:15]2)=[CH:11][CH:10]=1)[C:2]1[CH:3]=[CH:4][CH:5]=[CH:6][CH:7]=1. The yield is 0.640. (7) The reactants are [Cl:1][CH2:2][CH2:3][C:4]([C:6]1[CH:11]=[CH:10][C:9]([F:12])=[CH:8][CH:7]=1)=[O:5].I[CH2:14][C:15]([CH3:17])=[CH2:16]. The catalyst is C1COCC1. The product is [Cl:1][CH2:2][CH2:3][C:4]([C:6]1[CH:7]=[CH:8][C:9]([F:12])=[CH:10][CH:11]=1)([OH:5])[CH2:16][C:15]([CH3:17])=[CH2:14]. The yield is 0.760. (8) The reactants are [CH2:1]([C@@:4]1([C:20]2[CH:25]=[CH:24][C:23]([F:26])=[CH:22][CH:21]=2)[O:9][C:8](=[O:10])[N:7]([C@H:11]([C:13]2[CH:18]=[CH:17][C:16](Br)=[CH:15][CH:14]=2)[CH3:12])[CH2:6][CH2:5]1)[CH:2]=[CH2:3].[NH2:27][C:28]1[N:33]=[CH:32][C:31](B(O)O)=[CH:30][CH:29]=1.C([O-])([O-])=O.[Cs+].[Cs+]. The catalyst is O1CCOCC1.Cl[Pd](Cl)([P](C1C=CC=CC=1)(C1C=CC=CC=1)C1C=CC=CC=1)[P](C1C=CC=CC=1)(C1C=CC=CC=1)C1C=CC=CC=1. The product is [CH2:1]([C@@:4]1([C:20]2[CH:25]=[CH:24][C:23]([F:26])=[CH:22][CH:21]=2)[O:9][C:8](=[O:10])[N:7]([C@H:11]([C:13]2[CH:18]=[CH:17][C:16]([C:31]3[CH:32]=[N:33][C:28]([NH2:27])=[CH:29][CH:30]=3)=[CH:15][CH:14]=2)[CH3:12])[CH2:6][CH2:5]1)[CH:2]=[CH2:3]. The yield is 0.900.